Predict the reaction yield, written as a fraction of the theoretical maximum amount of product (1.0 means a 100% yield; for example, 0.34 means a 34% yield). From a dataset of Reaction yield outcomes from USPTO patents with 853,638 reactions. The product is [F:13][C:14]([F:27])([O:18][C:19]1[CH:20]=[C:21]([CH2:22][NH:1][C:2]2[CH:3]=[C:4]([CH:10]=[CH:11][CH:12]=2)[C:5]([O:7][CH2:8][CH3:9])=[O:6])[CH:24]=[CH:25][CH:26]=1)[CH:15]([F:16])[F:17]. The yield is 0.980. The catalyst is ClC(Cl)C. The reactants are [NH2:1][C:2]1[CH:3]=[C:4]([CH:10]=[CH:11][CH:12]=1)[C:5]([O:7][CH2:8][CH3:9])=[O:6].[F:13][C:14]([F:27])([O:18][C:19]1[CH:20]=[C:21]([CH:24]=[CH:25][CH:26]=1)[CH:22]=O)[CH:15]([F:17])[F:16].C(O)(=O)C.[BH-](OC(C)=O)(OC(C)=O)OC(C)=O.[Na+].